This data is from Full USPTO retrosynthesis dataset with 1.9M reactions from patents (1976-2016). The task is: Predict the reactants needed to synthesize the given product. Given the product [CH3:29][C:19]1([CH3:30])[C:18](=[O:31])[CH2:17][C:16]([CH3:32])([CH3:33])[C:15]2[CH:14]=[C:13](/[CH:12]=[CH:11]/[C:9]3[CH:8]=[CH:7][C:3]([C:4]([OH:6])=[O:5])=[CH:2][CH:10]=3)[C:22]([CH2:23][N:24]3[CH:28]=[CH:27][CH:26]=[N:25]3)=[CH:21][C:20]1=2, predict the reactants needed to synthesize it. The reactants are: C[C:2]1[CH:10]=[C:9](/[CH:11]=[CH:12]/[C:13]2[C:22]([CH2:23][N:24]3[CH:28]=[CH:27][CH:26]=[N:25]3)=[CH:21][C:20]3[C:19]([CH3:30])([CH3:29])[C:18](=[O:31])[CH2:17][C:16]([CH3:33])([CH3:32])[C:15]=3[CH:14]=2)[CH:8]=[CH:7][C:3]=1[C:4]([OH:6])=[O:5].